The task is: Predict the reaction yield, written as a fraction of the theoretical maximum amount of product (1.0 means a 100% yield; for example, 0.34 means a 34% yield).. This data is from Reaction yield outcomes from USPTO patents with 853,638 reactions. (1) The reactants are C(OC(=O)[NH:7][CH:8]([CH2:13][C:14]1[CH:19]=[CH:18][C:17]([N+:20]([O-:22])=[O:21])=[CH:16][CH:15]=1)[C:9](=O)[CH2:10][Br:11])(C)(C)C.[C:24](=[S:32])([NH2:31])[C:25]1[CH:30]=[CH:29][CH:28]=[CH:27][CH:26]=1.C(OCC)C. The catalyst is CC#N. The product is [BrH:11].[N+:20]([C:17]1[CH:16]=[CH:15][C:14]([CH2:13][C@@H:8]([C:9]2[N:31]=[C:24]([C:25]3[CH:30]=[CH:29][CH:28]=[CH:27][CH:26]=3)[S:32][CH:10]=2)[NH2:7])=[CH:19][CH:18]=1)([O-:22])=[O:21]. The yield is 0.630. (2) The reactants are Cl.[NH2:2][C:3]([CH2:10][F:11])([CH2:8][F:9])[C:4]([O:6]C)=[O:5].[C:12](O[C:12]([O:14][C:15]([CH3:18])([CH3:17])[CH3:16])=[O:13])([O:14][C:15]([CH3:18])([CH3:17])[CH3:16])=[O:13]. The catalyst is C(#N)C. The product is [C:15]([O:14][C:12]([NH:2][C:3]([CH2:10][F:11])([CH2:8][F:9])[C:4]([OH:6])=[O:5])=[O:13])([CH3:18])([CH3:17])[CH3:16]. The yield is 0.920. (3) The reactants are [Cl:1][C:2]1[CH:7]=[C:6]([Cl:8])[CH:5]=[CH:4][C:3]=1[S:9]([NH:12][C:13]1[CH:18]=[C:17]([Cl:19])[C:16]([S:20][C:21]2[S:22][C:23]3[CH:29]=[CH:28][C:27]([C:30]#[N:31])=[CH:26][C:24]=3[N:25]=2)=[C:15]([Cl:32])[CH:14]=1)(=[O:11])=[O:10].[OH-:33].[K+].Cl. The catalyst is C(O)(C)(C)C. The product is [Cl:19][C:17]1[CH:18]=[C:13]([NH:12][S:9]([C:3]2[CH:4]=[CH:5][C:6]([Cl:8])=[CH:7][C:2]=2[Cl:1])(=[O:11])=[O:10])[CH:14]=[C:15]([Cl:32])[C:16]=1[S:20][C:21]1[S:22][C:23]2[CH:29]=[CH:28][C:27]([C:30]([NH2:31])=[O:33])=[CH:26][C:24]=2[N:25]=1. The yield is 0.800. (4) The reactants are [CH2:1]([N:3]([CH2:20][CH3:21])[CH2:4][CH2:5][NH:6]C(C1C=CC2C(=CC=C(I)C=2)C=1)=O)[CH3:2].[I:22][C:23]1[CH:24]=[N:25][CH:26]=[C:27]2[C:32]=1[N:31]=[C:30]([C:33]([O:35]CC)=O)[CH:29]=[CH:28]2. No catalyst specified. The product is [CH2:1]([N:3]([CH2:20][CH3:21])[CH2:4][CH2:5][NH:6][C:33]([C:30]1[CH:29]=[CH:28][C:27]2[C:32](=[C:23]([I:22])[CH:24]=[N:25][CH:26]=2)[N:31]=1)=[O:35])[CH3:2]. The yield is 0.730.